Dataset: NCI-60 drug combinations with 297,098 pairs across 59 cell lines. Task: Regression. Given two drug SMILES strings and cell line genomic features, predict the synergy score measuring deviation from expected non-interaction effect. (1) Drug 1: C1=NC2=C(N1)C(=S)N=C(N2)N. Drug 2: CC1=C(C(=CC=C1)Cl)NC(=O)C2=CN=C(S2)NC3=CC(=NC(=N3)C)N4CCN(CC4)CCO. Cell line: SF-295. Synergy scores: CSS=42.9, Synergy_ZIP=-1.32, Synergy_Bliss=-1.26, Synergy_Loewe=1.64, Synergy_HSA=2.26. (2) Synergy scores: CSS=71.3, Synergy_ZIP=6.80, Synergy_Bliss=7.15, Synergy_Loewe=2.69, Synergy_HSA=6.45. Drug 2: CC12CCC3C(C1CCC2O)C(CC4=C3C=CC(=C4)O)CCCCCCCCCS(=O)CCCC(C(F)(F)F)(F)F. Drug 1: C1=C(C(=O)NC(=O)N1)N(CCCl)CCCl. Cell line: MOLT-4. (3) Drug 1: CC(C)NC(=O)C1=CC=C(C=C1)CNNC.Cl. Drug 2: C(CCl)NC(=O)N(CCCl)N=O. Cell line: CCRF-CEM. Synergy scores: CSS=-0.323, Synergy_ZIP=-1.46, Synergy_Bliss=-3.08, Synergy_Loewe=-8.60, Synergy_HSA=-5.67. (4) Drug 1: CC1OCC2C(O1)C(C(C(O2)OC3C4COC(=O)C4C(C5=CC6=C(C=C35)OCO6)C7=CC(=C(C(=C7)OC)O)OC)O)O. Drug 2: C1=NC2=C(N=C(N=C2N1C3C(C(C(O3)CO)O)O)F)N. Cell line: U251. Synergy scores: CSS=44.2, Synergy_ZIP=-1.62, Synergy_Bliss=-2.77, Synergy_Loewe=-23.5, Synergy_HSA=-2.66. (5) Drug 1: CC1C(C(=O)NC(C(=O)N2CCCC2C(=O)N(CC(=O)N(C(C(=O)O1)C(C)C)C)C)C(C)C)NC(=O)C3=C4C(=C(C=C3)C)OC5=C(C(=O)C(=C(C5=N4)C(=O)NC6C(OC(=O)C(N(C(=O)CN(C(=O)C7CCCN7C(=O)C(NC6=O)C(C)C)C)C)C(C)C)C)N)C. Synergy scores: CSS=-10.8, Synergy_ZIP=5.44, Synergy_Bliss=3.98, Synergy_Loewe=-7.60, Synergy_HSA=-9.96. Cell line: NCI-H322M. Drug 2: CC1=C2C(C(=O)C3(C(CC4C(C3C(C(C2(C)C)(CC1OC(=O)C(C(C5=CC=CC=C5)NC(=O)OC(C)(C)C)O)O)OC(=O)C6=CC=CC=C6)(CO4)OC(=O)C)O)C)O.